This data is from Catalyst prediction with 721,799 reactions and 888 catalyst types from USPTO. The task is: Predict which catalyst facilitates the given reaction. (1) Reactant: [F:1][C:2]1[CH:3]=[CH:4][CH:5]=[C:6]2[C:11]=1[CH2:10][C:9](=O)[CH2:8][CH2:7]2.[N+:13]([C:16]1[CH:21]=[CH:20][CH:19]=[CH:18][C:17]=1[S:22]([N:25]([CH2:35][C:36]1[CH:41]=[CH:40][CH:39]=[CH:38][N:37]=1)[CH2:26][C:27]1[CH:32]=[CH:31][C:30]([CH2:33][NH2:34])=[CH:29][CH:28]=1)(=[O:24])=[O:23])([O-:15])=[O:14].[BH-](OC(C)=O)(OC(C)=O)OC(C)=O.[Na+]. Product: [N+:13]([C:16]1[CH:21]=[CH:20][CH:19]=[CH:18][C:17]=1[S:22]([N:25]([CH2:35][C:36]1[CH:41]=[CH:40][CH:39]=[CH:38][N:37]=1)[CH2:26][C:27]1[CH:32]=[CH:31][C:30]([CH2:33][NH:34][CH:9]2[CH2:8][CH2:7][C:6]3[C:11](=[C:2]([F:1])[CH:3]=[CH:4][CH:5]=3)[CH2:10]2)=[CH:29][CH:28]=1)(=[O:23])=[O:24])([O-:15])=[O:14]. The catalyst class is: 322. (2) Reactant: Cl.Cl.[NH2:3][C:4]1[CH:5]=[CH:6][C:7]([N:11]2[CH2:16][CH2:15][CH2:14][C@@H:13]([C:17]([N:19]3[CH2:23][CH2:22][CH2:21][CH2:20]3)=[O:18])[CH2:12]2)=[N:8][C:9]=1[NH2:10].C(N(CC)CC)C.Cl.[C:32]1([CH3:46])[CH:37]=[CH:36][C:35]([C:38]2([C:41](=N)OCC)[CH2:40][CH2:39]2)=[CH:34][CH:33]=1.C(O)(=O)C. The catalyst class is: 8. Product: [N:19]1([C:17]([C@@H:13]2[CH2:14][CH2:15][CH2:16][N:11]([C:7]3[N:8]=[C:9]4[NH:10][C:41]([C:38]5([C:35]6[CH:34]=[CH:33][C:32]([CH3:46])=[CH:37][CH:36]=6)[CH2:39][CH2:40]5)=[N:3][C:4]4=[CH:5][CH:6]=3)[CH2:12]2)=[O:18])[CH2:23][CH2:22][CH2:21][CH2:20]1. (3) Reactant: C(OC(=O)[NH:7][C:8]1[CH:13]=[C:12]([O:14][CH2:15][CH3:16])[C:11]([C:17]([F:20])([F:19])[F:18])=[CH:10][C:9]=1[NH:21][C:22](=[O:40])[CH2:23][C:24]([C:26]1[CH:31]=[CH:30][CH:29]=[C:28]([C:32]2[C:33]([CH2:38][CH3:39])=[N:34][CH:35]=[CH:36][CH:37]=2)[CH:27]=1)=O)(C)(C)C.C(O)(C(F)(F)F)=O. Product: [CH2:15]([O:14][C:12]1[C:11]([C:17]([F:20])([F:19])[F:18])=[CH:10][C:9]2[NH:21][C:22](=[O:40])[CH2:23][C:24]([C:26]3[CH:31]=[CH:30][CH:29]=[C:28]([C:32]4[C:33]([CH2:38][CH3:39])=[N:34][CH:35]=[CH:36][CH:37]=4)[CH:27]=3)=[N:7][C:8]=2[CH:13]=1)[CH3:16]. The catalyst class is: 2.